From a dataset of Full USPTO retrosynthesis dataset with 1.9M reactions from patents (1976-2016). Predict the reactants needed to synthesize the given product. (1) Given the product [C:9]([N:3]([CH2:1][CH3:2])[CH2:4][CH2:5][NH:6][CH2:7][CH3:8])([C:22]1[CH:27]=[CH:26][CH:25]=[CH:24][CH:23]=1)([C:16]1[CH:21]=[CH:20][CH:19]=[CH:18][CH:17]=1)[C:10]1[CH:15]=[CH:14][CH:13]=[CH:12][CH:11]=1, predict the reactants needed to synthesize it. The reactants are: [CH2:1]([NH:3][CH2:4][CH2:5][NH:6][CH2:7][CH3:8])[CH3:2].[C:9](Cl)([C:22]1[CH:27]=[CH:26][CH:25]=[CH:24][CH:23]=1)([C:16]1[CH:21]=[CH:20][CH:19]=[CH:18][CH:17]=1)[C:10]1[CH:15]=[CH:14][CH:13]=[CH:12][CH:11]=1. (2) Given the product [CH3:13][C:14]1[CH:21]=[CH:20][C:19]([CH3:22])=[CH:18][C:15]=1[CH2:16][NH:8][C:7]1[CH:9]=[CH:10][CH:11]=[CH:12][C:6]=1[N+:3]([O-:5])=[O:4], predict the reactants needed to synthesize it. The reactants are: [H-].[Na+].[N+:3]([C:6]1[CH:12]=[CH:11][CH:10]=[CH:9][C:7]=1[NH2:8])([O-:5])=[O:4].[CH3:13][C:14]1[CH:21]=[CH:20][C:19]([CH3:22])=[CH:18][C:15]=1[CH2:16]Br. (3) Given the product [CH3:10][O:11][C:12]1[CH:17]=[CH:16][C:15]([C:2]2[C:7]([CH3:8])=[N:6][C:5]([CH3:9])=[CH:4][N:3]=2)=[CH:14][CH:13]=1, predict the reactants needed to synthesize it. The reactants are: Cl[C:2]1[C:7]([CH3:8])=[N:6][C:5]([CH3:9])=[CH:4][N:3]=1.[CH3:10][O:11][C:12]1[CH:17]=[CH:16][C:15](B(O)O)=[CH:14][CH:13]=1.C(=O)([O-])[O-].[Na+].[Na+]. (4) Given the product [CH:19]1[C:20]2[C:25](=[CH:24][CH:23]=[CH:22][CH:21]=2)[CH:26]=[CH:27][C:18]=1[C:13]1[CH:12]=[CH:11][N:10]=[C:9]([OH:8])[C:14]=1[N+:15]([O-:17])=[O:16], predict the reactants needed to synthesize it. The reactants are: C([O:8][C:9]1[C:14]([N+:15]([O-:17])=[O:16])=[C:13]([C:18]2[CH:27]=[CH:26][C:25]3[C:20](=[CH:21][CH:22]=[CH:23][CH:24]=3)[CH:19]=2)[CH:12]=[CH:11][N:10]=1)C1C=CC=CC=1.[OH-].[K+]. (5) The reactants are: NN.[CH3:3][C:4]1[C:9]([C:10]([F:13])([F:12])[F:11])=[CH:8][CH:7]=[CH:6][C:5]=1[CH2:14][N:15]1[C:20]2[N:21]=[C:22]([N:24]3[CH2:29][CH2:28][O:27][CH2:26][CH2:25]3)[S:23][C:19]=2[C:18](=[O:30])[N:17]=[C:16]1[CH2:31][N:32]1C(=O)C2C(=CC=CC=2)C1=O. Given the product [NH2:32][CH2:31][C:16]1[N:15]([CH2:14][C:5]2[CH:6]=[CH:7][CH:8]=[C:9]([C:10]([F:11])([F:13])[F:12])[C:4]=2[CH3:3])[C:20]2[N:21]=[C:22]([N:24]3[CH2:29][CH2:28][O:27][CH2:26][CH2:25]3)[S:23][C:19]=2[C:18](=[O:30])[N:17]=1, predict the reactants needed to synthesize it. (6) Given the product [Cl:1][C:2]1[C:7]2[N:8]=[N:11][N:9]([CH3:10])[C:6]=2[N:5]=[CH:4][N:3]=1, predict the reactants needed to synthesize it. The reactants are: [Cl:1][C:2]1[C:7]([NH2:8])=[C:6]([NH:9][CH3:10])[N:5]=[CH:4][N:3]=1.[N:11]([O-])=O.[Na+]. (7) The reactants are: [NH2:1][C:2]1[C:11]2[C:6](=[CH:7][C:8]([CH2:12][N:13]3[CH2:18][CH2:17][NH:16][CH:15]([CH2:19][O:20][CH2:21][CH3:22])[C:14]3=[O:23])=[CH:9][CH:10]=2)[N:5]=[CH:4][N:3]=1.[Cl:24][C:25]1[N:30]=[CH:29][C:28]([O:31][CH2:32][C:33](O)=[O:34])=[CH:27][CH:26]=1. Given the product [NH2:1][C:2]1[C:11]2[C:6](=[CH:7][C:8]([CH2:12][N:13]3[CH2:18][CH2:17][N:16]([C:33](=[O:34])[CH2:32][O:31][C:28]4[CH:29]=[N:30][C:25]([Cl:24])=[CH:26][CH:27]=4)[C@@H:15]([CH2:19][O:20][CH2:21][CH3:22])[C:14]3=[O:23])=[CH:9][CH:10]=2)[N:5]=[CH:4][N:3]=1, predict the reactants needed to synthesize it.